Dataset: Catalyst prediction with 721,799 reactions and 888 catalyst types from USPTO. Task: Predict which catalyst facilitates the given reaction. (1) Product: [C:1]([C:3]1[C:4]([CH3:16])=[CH:5][C:6]([CH:13]([CH3:14])[CH3:15])=[C:7]([CH:12]=1)[C:8]([O:10][CH3:11])=[O:9])(=[S:18])[NH2:2]. The catalyst class is: 30. Reactant: [C:1]([C:3]1[C:4]([CH3:16])=[CH:5][C:6]([CH:13]([CH3:15])[CH3:14])=[C:7]([CH:12]=1)[C:8]([O:10][CH3:11])=[O:9])#[N:2].P(OCC)(OCC)([S-])=[S:18]. (2) Reactant: [CH:1]1C=CC(P(C2C=CC=CC=2)C2C=CC=CC=2)=C[CH:2]=1.C([O-])([O-])=O.[K+].[K+].Br[C:27]1[CH:28]=[C:29]([CH2:35][NH:36][C:37](=[O:43])[O:38][C:39]([CH3:42])([CH3:41])[CH3:40])[CH:30]=[CH:31][C:32]=1[C:33]#N.[OH:44][CH2:45][C:46]1[CH:47]=[C:48](B(O)O)[CH:49]=[CH:50][CH:51]=1.[CH3:55][C:56]([Si:59](C)(C)[CH3:60])([CH3:58])[CH3:57]. Product: [CH3:55][C:56]([SiH:59]([CH3:60])[O:44][CH2:45][C:46]1[CH:47]=[C:48]([C:27]2[C:32]([CH3:33])=[CH:31][CH:30]=[C:29]([CH2:35][NH:36][C:37](=[O:43])[O:38][C:39]([CH3:42])([CH3:41])[CH3:40])[CH:28]=2)[CH:49]=[CH:50][CH:51]=1)([CH3:58])[CH3:57].[CH3:1][CH3:2]. The catalyst class is: 231. (3) Reactant: Cl[C:2]1[C:12]2[CH2:11][CH2:10][N:9]([C:13]3[C:18]([C:19]([F:22])([F:21])[F:20])=[CH:17][CH:16]=[CH:15][N:14]=3)[CH2:8][CH2:7][C:6]=2[N:5]=[C:4]([CH:23]([CH3:25])[CH3:24])[N:3]=1.[Br:26][C:27]1[CH:33]=[CH:32][C:30]([NH2:31])=[CH:29][CH:28]=1.C1(C)C=CC(S(O)(=O)=O)=CC=1. Product: [Br:26][C:27]1[CH:33]=[CH:32][C:30]([NH:31][C:2]2[C:12]3[CH2:11][CH2:10][N:9]([C:13]4[C:18]([C:19]([F:22])([F:21])[F:20])=[CH:17][CH:16]=[CH:15][N:14]=4)[CH2:8][CH2:7][C:6]=3[N:5]=[C:4]([CH:23]([CH3:24])[CH3:25])[N:3]=2)=[CH:29][CH:28]=1. The catalyst class is: 11. (4) Reactant: [N:1]1[CH:6]=[CH:5][CH:4]=[CH:3][C:2]=1[CH2:7][NH2:8].Cl[CH2:10][C:11]([O:13][CH2:14][C:15]1[CH:20]=[CH:19][CH:18]=[CH:17][CH:16]=1)=[O:12].C(N(CC)CC)C.[Cl-].[Na+]. Product: [N:1]1[CH:6]=[CH:5][CH:4]=[CH:3][C:2]=1[CH2:7][NH:8][CH2:10][C:11]([O:13][CH2:14][C:15]1[CH:20]=[CH:19][CH:18]=[CH:17][CH:16]=1)=[O:12]. The catalyst class is: 9. (5) Reactant: [NH2:1][C:2]1[CH:3]=[CH:4][C:5]([F:29])=[C:6]([C@:8]2([CH2:27][F:28])[CH2:13][C@@H:12]([C:14]([F:17])([F:16])[F:15])[O:11][C:10]([NH:18]C(=O)C3C=CC=CC=3)=[N:9]2)[CH:7]=1.N12CCCN=C1CCCCC2. Product: [NH2:1][C:2]1[CH:3]=[CH:4][C:5]([F:29])=[C:6]([C@:8]2([CH2:27][F:28])[CH2:13][C@@H:12]([C:14]([F:17])([F:15])[F:16])[O:11][C:10]([NH2:18])=[N:9]2)[CH:7]=1. The catalyst class is: 5. (6) Reactant: Br[CH2:2][C:3]([C:5]1[CH:10]=[CH:9][C:8]([F:11])=[CH:7][C:6]=1[F:12])=[O:4].[S-:13][C:14]#[N:15].[K+].O. Product: [F:12][C:6]1[CH:7]=[C:8]([F:11])[CH:9]=[CH:10][C:5]=1[C:3](=[O:4])[CH2:2][S:13][C:14]#[N:15]. The catalyst class is: 8. (7) Reactant: [NH2:1][C:2]1[CH:6]=[CH:5][NH:4][N:3]=1.C(N(CC)CC)C.[F:14][C:15]1[CH:23]=[CH:22][CH:21]=[C:20]([F:24])[C:16]=1[C:17](Cl)=[O:18]. Product: [F:14][C:15]1[CH:23]=[CH:22][CH:21]=[C:20]([F:24])[C:16]=1[C:17]([NH:1][C:2]1[CH:6]=[CH:5][NH:4][N:3]=1)=[O:18]. The catalyst class is: 10.